Dataset: Catalyst prediction with 721,799 reactions and 888 catalyst types from USPTO. Task: Predict which catalyst facilitates the given reaction. (1) Reactant: C([N:8]1[CH2:13][CH2:12][N:11]([C:14]([C:16]2[CH:21]=[CH:20][CH:19]=[C:18]([O:22][CH3:23])[N:17]=2)=[O:15])[CH2:10][C:9]1([CH2:25][O:26][CH3:27])[CH3:24])C1C=CC=CC=1. Product: [CH3:27][O:26][CH2:25][C:9]1([CH3:24])[NH:8][CH2:13][CH2:12][N:11]([C:14]([C:16]2[CH:21]=[CH:20][CH:19]=[C:18]([O:22][CH3:23])[N:17]=2)=[O:15])[CH2:10]1. The catalyst class is: 43. (2) Reactant: [NH2:1][C@H:2]([CH2:10][C:11]([OH:13])=[O:12])[CH2:3][C:4]1[CH:9]=[CH:8][CH:7]=[CH:6][CH:5]=1.[C:14](O[C:14]([O:16][C:17]([CH3:20])([CH3:19])[CH3:18])=[O:15])([O:16][C:17]([CH3:20])([CH3:19])[CH3:18])=[O:15].O1CCOCC1. The catalyst class is: 6. Product: [C:17]([O:16][C:14]([NH:1][CH:2]([CH2:3][C:4]1[CH:9]=[CH:8][CH:7]=[CH:6][CH:5]=1)[CH2:10][C:11]([OH:13])=[O:12])=[O:15])([CH3:20])([CH3:19])[CH3:18]. (3) Reactant: [ClH:1].FC(F)(F)S(O[C:8]1[CH:17]=[C:16]([NH:18][C:19]2[C:24]([Cl:25])=[CH:23][N:22]=[CH:21][C:20]=2[Cl:26])[C:15]2[C:10](=[C:11]([O:29][CH:30]3[CH2:34][CH2:33][CH2:32][CH2:31]3)[C:12]([O:27][CH3:28])=[CH:13][CH:14]=2)[N:9]=1)(=O)=O. Product: [Cl:1][C:8]1[CH:17]=[C:16]([NH:18][C:19]2[C:20]([Cl:26])=[CH:21][N:22]=[CH:23][C:24]=2[Cl:25])[C:15]2[C:10](=[C:11]([O:29][CH:30]3[CH2:31][CH2:32][CH2:33][CH2:34]3)[C:12]([O:27][CH3:28])=[CH:13][CH:14]=2)[N:9]=1. The catalyst class is: 1. (4) Product: [Cl:1][C:2]1[CH:7]=[CH:6][C:5]([C:8]2[CH2:13][CH2:12][NH:11][CH2:10][CH:9]=2)=[CH:4][C:3]=1[C:22]([F:25])([F:23])[F:24]. Reactant: [Cl:1][C:2]1[CH:7]=[CH:6][C:5]([C:8]2(O)[CH2:13][CH2:12][N:11](C(OC(C)(C)C)=O)[CH2:10][CH2:9]2)=[CH:4][C:3]=1[C:22]([F:25])([F:24])[F:23]. The catalyst class is: 55.